This data is from Forward reaction prediction with 1.9M reactions from USPTO patents (1976-2016). The task is: Predict the product of the given reaction. (1) The product is: [CH3:1][C@:2]12[CH2:3][CH2:4][C@H:5]3[C@@H:6]([CH2:12][CH:13]=[C:14]4[C@:15]3([CH3:21])[CH2:16][CH2:17][C@H:18]([OH:20])[CH2:19]4)[C@@H:7]1[CH2:8][CH2:9][C@@H:10]2[OH:11]. Given the reactants [CH3:1][C@@:2]12[C:10](=[O:11])[CH2:9][CH2:8][C@H:7]1[C@@H:6]1[CH2:12][CH:13]=[C:14]3[CH2:19][C@@H:18]([OH:20])[CH2:17][CH2:16][C@:15]3([CH3:21])[C@H:5]1[CH2:4][CH2:3]2, predict the reaction product. (2) Given the reactants [Br:1][C:2]1[CH:3]=[C:4]([C:14]2[O:15][C:16](=[O:26])[C:17]3[CH:23]=[C:22]([Br:24])[CH:21]=[C:20]([Br:25])[C:18]=3[N:19]=2)[N:5]([C:7]2[C:12]([Cl:13])=[CH:11][CH:10]=[CH:9][N:8]=2)[N:6]=1.[NH2:27][O:28][CH2:29][C:30]([NH:32][CH3:33])=[O:31], predict the reaction product. The product is: [Br:25][C:20]1[CH:21]=[C:22]([Br:24])[CH:23]=[C:17]([C:16](=[O:26])[NH:27][O:28][CH2:29][C:30](=[O:31])[NH:32][CH3:33])[C:18]=1[NH:19][C:14]([C:4]1[N:5]([C:7]2[C:12]([Cl:13])=[CH:11][CH:10]=[CH:9][N:8]=2)[N:6]=[C:2]([Br:1])[CH:3]=1)=[O:15]. (3) Given the reactants [Si:1]([O:8][CH2:9][C:10]1[C:18]2[O:17][N:16]=[C:15]([CH2:19][CH2:20][CH:21]3[CH2:26][CH2:25][N:24]([C:27]([O:29][C:30]([CH3:33])([CH3:32])[CH3:31])=[O:28])[CH2:23][CH2:22]3)[C:14]=2[CH:13]=[CH:12][C:11]=1[CH:34]=[O:35])([C:4]([CH3:7])([CH3:6])[CH3:5])([CH3:3])[CH3:2].[BH4-].[Na+].O, predict the reaction product. The product is: [Si:1]([O:8][CH2:9][C:10]1[C:18]2[O:17][N:16]=[C:15]([CH2:19][CH2:20][CH:21]3[CH2:22][CH2:23][N:24]([C:27]([O:29][C:30]([CH3:33])([CH3:32])[CH3:31])=[O:28])[CH2:25][CH2:26]3)[C:14]=2[CH:13]=[CH:12][C:11]=1[CH2:34][OH:35])([C:4]([CH3:6])([CH3:5])[CH3:7])([CH3:3])[CH3:2]. (4) Given the reactants Cl.Cl.[CH3:3][NH:4][C:5]1[CH:10]=[CH:9][C:8]([NH2:11])=[CH:7][CH:6]=1.Cl.[NH2:13][C:14]1[C:15]([Cl:22])=[C:16]([OH:21])[C:17]([CH3:20])=[CH:18][CH:19]=1.OO.[OH-].[NH4+], predict the reaction product. The product is: [NH2:13][C:14]1[C:19](=[N:11][C:8]2[CH:9]=[CH:10][C:5]([NH:4][CH3:3])=[CH:6][CH:7]=2)[CH:18]=[C:17]([CH3:20])[C:16](=[O:21])[C:15]=1[Cl:22]. (5) Given the reactants ClC(OCC(C)C)=O.[NH:9]([C:28]([O:30][C:31]([CH3:34])([CH3:33])[CH3:32])=[O:29])[C@@H:10]([C:18]([N:20]1[CH2:27][CH2:26][CH2:25][C@H:21]1[C:22]([OH:24])=[O:23])=[O:19])[CH2:11][C:12]1[CH:17]=[CH:16][CH:15]=[CH:14][CH:13]=1.CN1CCOCC1.[C:42]([C:44]1[CH:51]=[CH:50][C:47]([CH2:48][NH2:49])=[CH:46][CH:45]=1)#[N:43], predict the reaction product. The product is: [NH:9]([C:28]([O:30][C:31]([CH3:34])([CH3:33])[CH3:32])=[O:29])[C@@H:10]([C:18]([N:20]1[CH2:27][CH2:26][CH2:25][C@H:21]1[C:22]([OH:24])=[O:23])=[O:19])[CH2:11][C:12]1[CH:13]=[CH:14][CH:15]=[CH:16][CH:17]=1.[C:42]([C:44]1[CH:51]=[CH:50][C:47]([CH2:48][NH-:49])=[CH:46][CH:45]=1)#[N:43]. (6) Given the reactants Cl.[F:2][C:3]1[CH:10]=[CH:9][C:6]([CH2:7][NH2:8])=[CH:5][CH:4]=1.C(N(CC)CC)C.C1C=CC2N(O)N=NC=2C=1.[NH2:28][C:29]1[CH:37]=[CH:36][C:35]([I:38])=[CH:34][C:30]=1[C:31](O)=[O:32].CCN=C=NCCCN(C)C, predict the reaction product. The product is: [NH2:28][C:29]1[CH:37]=[CH:36][C:35]([I:38])=[CH:34][C:30]=1[C:31]([NH:8][CH2:7][C:6]1[CH:9]=[CH:10][C:3]([F:2])=[CH:4][CH:5]=1)=[O:32]. (7) The product is: [Cl:19][C:12]1[C:11]([NH:10][C:8]([C:7]2[C:2]([NH:22][CH2:20][CH3:21])=[N:3][CH:4]=[CH:5][CH:6]=2)=[O:9])=[C:16]([CH3:17])[CH:15]=[C:14]([Cl:18])[N:13]=1. Given the reactants Cl[C:2]1[C:7]([C:8]([NH:10][C:11]2[C:12]([Cl:19])=[N:13][C:14]([Cl:18])=[CH:15][C:16]=2[CH3:17])=[O:9])=[CH:6][CH:5]=[CH:4][N:3]=1.[CH2:20]([NH2:22])[CH3:21], predict the reaction product.